This data is from Catalyst prediction with 721,799 reactions and 888 catalyst types from USPTO. The task is: Predict which catalyst facilitates the given reaction. (1) Reactant: [NH2:1][C:2]1[CH:3]=[C:4]([CH:8]=[CH:9][C:10]=1[NH2:11])[C:5]([OH:7])=[O:6].CN(C)C=O.[CH3:17][C:18]([CH3:20])=O.C(O[BH-](OC(=O)C)OC(=O)C)(=O)C.[Na+]. Product: [NH2:11][C:10]1[CH:9]=[CH:8][C:4]([C:5]([OH:7])=[O:6])=[CH:3][C:2]=1[NH:1][CH:18]([CH3:20])[CH3:17]. The catalyst class is: 506. (2) Reactant: [C:1]([O:4][CH3:5])(=[O:3])[CH3:2].CC(C)=O.C(=O)=O.[Li+].C[Si]([N-][Si](C)(C)C)(C)C.[CH2:23]([O:30][C@@H:31]1[C@@H:36]([O:37][CH2:38][C:39]2[CH:44]=[CH:43][CH:42]=[CH:41][CH:40]=2)[C@H:35]([O:45][CH2:46][C:47]2[CH:52]=[CH:51][CH:50]=[CH:49][CH:48]=2)[C@@H:34]([CH2:53][O:54][CH2:55][C:56]2[CH:61]=[CH:60][CH:59]=[CH:58][CH:57]=2)[O:33][C:32]1=[O:62])[C:24]1[CH:29]=[CH:28][CH:27]=[CH:26][CH:25]=1. Product: [CH2:23]([O:30][C@@H:31]1[C@@H:36]([O:37][CH2:38][C:39]2[CH:44]=[CH:43][CH:42]=[CH:41][CH:40]=2)[C@H:35]([O:45][CH2:46][C:47]2[CH:48]=[CH:49][CH:50]=[CH:51][CH:52]=2)[C@@H:34]([CH2:53][O:54][CH2:55][C:56]2[CH:57]=[CH:58][CH:59]=[CH:60][CH:61]=2)[O:33][C@:32]1([CH2:2][C:1]([O:4][CH3:5])=[O:3])[OH:62])[C:24]1[CH:29]=[CH:28][CH:27]=[CH:26][CH:25]=1. The catalyst class is: 1. (3) Product: [F:1][C:2]1[CH:3]=[C:4]2[C:8](=[CH:9][CH:10]=1)[N:7]([CH:11]([CH3:12])[CH3:13])[N:6]=[C:5]2[C:14]([OH:16])=[O:15]. Reactant: [F:1][C:2]1[CH:3]=[C:4]2[C:8](=[CH:9][CH:10]=1)[N:7]([CH:11]([CH3:13])[CH3:12])[N:6]=[C:5]2[C:14]([O:16]CC)=[O:15].[OH-].[Na+].Cl. The catalyst class is: 7. (4) Reactant: [O:1]1[C:5]2[CH:6]=[CH:7][CH:8]=[CH:9][C:4]=2[CH2:3][CH:2]1[C:10]1[CH:22]=[CH:21][C:13]([C:14]([O:16]C(C)(C)C)=[O:15])=[CH:12][CH:11]=1.FC(F)(F)C(O)=O. Product: [O:1]1[C:5]2[CH:6]=[CH:7][CH:8]=[CH:9][C:4]=2[CH2:3][CH:2]1[C:10]1[CH:11]=[CH:12][C:13]([C:14]([OH:16])=[O:15])=[CH:21][CH:22]=1. The catalyst class is: 4. (5) Reactant: [CH2:1]([O:3][N:4]=[C:5]([C:8]1[C:13]([Cl:14])=[CH:12][C:11]([C:15]([F:18])([F:17])[F:16])=[CH:10][N:9]=1)[CH2:6][NH2:7])[CH3:2].C(N(CC)CC)C.[F:26][C:27]([F:38])([F:37])[C:28]1[CH:36]=[CH:35][CH:34]=[CH:33][C:29]=1[C:30](Cl)=[O:31].O. Product: [Cl:14][C:13]1[C:8]([C:5](=[N:4][O:3][CH2:1][CH3:2])[CH2:6][NH:7][C:30](=[O:31])[C:29]2[CH:33]=[CH:34][CH:35]=[CH:36][C:28]=2[C:27]([F:26])([F:37])[F:38])=[N:9][CH:10]=[C:11]([C:15]([F:18])([F:17])[F:16])[CH:12]=1. The catalyst class is: 4. (6) Reactant: N(C(OCC)=O)=NC(OCC)=O.C1(P(C2C=CC=CC=2)C2C=CC=CC=2)C=CC=CC=1.[OH:32][CH:33]1[CH2:38][CH2:37][N:36]([CH3:39])[CH2:35][CH2:34]1.O[C:41]1[CH:42]=[N:43][CH:44]=[CH:45][CH:46]=1. Product: [CH3:39][N:36]1[CH2:37][CH2:38][CH:33]([O:32][C:41]2[CH:42]=[N:43][CH:44]=[CH:45][CH:46]=2)[CH2:34][CH2:35]1. The catalyst class is: 7. (7) Reactant: [CH3:1][C:2]([C:6]1[O:10][N:9]=[C:8]([NH:11][C:12]([NH:14][C:15]2[CH:20]=[CH:19][C:18]([C:21]3[N:22]=[C:23]4[N:27]([CH:28]=3)[C:26]3[CH:29]=[CH:30][C:31]([O:33][CH2:34][CH2:35][N:36]5[CH2:41][CH2:40][O:39][CH2:38][CH2:37]5)=[CH:32][C:25]=3[S:24]4)=[CH:17][CH:16]=2)=[O:13])[CH:7]=1)([CH3:5])[CH:3]=[O:4].C([OH:46])(C)(C)C.CC(=CC)C.Cl([O-])=O.[Na+]. Product: [CH3:5][C:2]([C:6]1[O:10][N:9]=[C:8]([NH:11][C:12]([NH:14][C:15]2[CH:16]=[CH:17][C:18]([C:21]3[N:22]=[C:23]4[N:27]([CH:28]=3)[C:26]3[CH:29]=[CH:30][C:31]([O:33][CH2:34][CH2:35][N:36]5[CH2:37][CH2:38][O:39][CH2:40][CH2:41]5)=[CH:32][C:25]=3[S:24]4)=[CH:19][CH:20]=2)=[O:13])[CH:7]=1)([CH3:1])[C:3]([OH:46])=[O:4]. The catalyst class is: 6. (8) Reactant: [CH3:1][O:2][C:3]1[N:8]=[CH:7][C:6]([C:9]2[N:10]=[C:11]3[C:16](=[CH:17][CH:18]=2)[N:15]=[CH:14][C:13]2[CH:19]=[CH:20][C:21](=[O:46])[N:22]([C:23]4[CH:28]=[CH:27][C:26]([N:29]5[CH2:34][CH2:33][N:32](C(OC(C)(C)C)=O)[CH2:31][CH2:30]5)=[C:25]([C:42]([F:45])([F:44])[F:43])[CH:24]=4)[C:12]3=2)=[CH:5][CH:4]=1.Cl. Product: [CH3:1][O:2][C:3]1[N:8]=[CH:7][C:6]([C:9]2[N:10]=[C:11]3[C:16](=[CH:17][CH:18]=2)[N:15]=[CH:14][C:13]2[CH:19]=[CH:20][C:21](=[O:46])[N:22]([C:23]4[CH:28]=[CH:27][C:26]([N:29]5[CH2:34][CH2:33][NH:32][CH2:31][CH2:30]5)=[C:25]([C:42]([F:45])([F:44])[F:43])[CH:24]=4)[C:12]3=2)=[CH:5][CH:4]=1. The catalyst class is: 4. (9) Reactant: [N+:1]([C:4]1[CH:9]=[CH:8][C:7]([NH:10][CH2:11][CH2:12][N:13]2[CH:17]=[CH:16][CH:15]=[N:14]2)=[CH:6][CH:5]=1)([O-:3])=[O:2].[C:18](O[C:18]([O:20][C:21]([CH3:24])([CH3:23])[CH3:22])=[O:19])([O:20][C:21]([CH3:24])([CH3:23])[CH3:22])=[O:19]. Product: [N+:1]([C:4]1[CH:9]=[CH:8][C:7]([N:10]([CH2:11][CH2:12][N:13]2[CH:17]=[CH:16][CH:15]=[N:14]2)[C:18](=[O:19])[O:20][C:21]([CH3:24])([CH3:23])[CH3:22])=[CH:6][CH:5]=1)([O-:3])=[O:2]. The catalyst class is: 367. (10) Reactant: [CH2:1]([NH2:7])[C:2]1[O:6][CH:5]=[CH:4][CH:3]=1.[O:8]1[CH2:12][CH2:11][CH:10]([S:13](Cl)(=[O:15])=[O:14])[CH2:9]1. Product: [O:6]1[CH:5]=[CH:4][CH:3]=[C:2]1[CH2:1][NH:7][S:13]([CH:10]1[CH2:11][CH2:12][O:8][CH2:9]1)(=[O:15])=[O:14]. The catalyst class is: 17.